Task: Predict the reactants needed to synthesize the given product.. Dataset: Full USPTO retrosynthesis dataset with 1.9M reactions from patents (1976-2016) (1) Given the product [CH2:29]([NH:24][C:2]1[N:3]=[C:4]([NH:19][CH2:20][CH:21]2[CH2:23][CH2:22]2)[C:5]2[N:11]=[C:10]([NH:12][CH2:25][CH3:26])[N:9]=[C:8]([NH:14][CH2:15][CH:16]3[CH2:18][CH2:17]3)[C:6]=2[N:7]=1)[CH3:30], predict the reactants needed to synthesize it. The reactants are: Cl[C:2]1([NH2:24])[N:7]=[C:6]2[C:8]([NH:14][CH2:15][CH:16]3[CH2:18][CH2:17]3)=[N:9][C:10](Cl)([NH2:12])[N:11]=[C:5]2[C:4]([NH:19][CH2:20][CH:21]2[CH2:23][CH2:22]2)=[N:3]1.[CH2:25](N)[CH3:26].O1CCO[CH2:30][CH2:29]1. (2) Given the product [N:17]1[CH:16]=[CH:15][CH:14]=[CH:19][C:18]=1[S:20][C:4](=[O:6])[C:3]1[CH:7]=[C:8]([N+:11]([O-:13])=[O:12])[CH:9]=[CH:10][C:2]=1[CH3:1], predict the reactants needed to synthesize it. The reactants are: [CH3:1][C:2]1[CH:10]=[CH:9][C:8]([N+:11]([O-:13])=[O:12])=[CH:7][C:3]=1[C:4]([OH:6])=O.[CH:14]1[CH:19]=[C:18]([S:20][S:20][C:18]2[N:17]=[CH:16][CH:15]=[CH:14][CH:19]=2)[N:17]=[CH:16][CH:15]=1.C1(P(C2C=CC=CC=2)C2C=CC=CC=2)C=CC=CC=1. (3) Given the product [CH2:1]([O:8][N:9]=[C:10]1[CH2:14][N:13]([C:15](=[O:17])[C:35]2[CH:34]=[CH:33][C:32]([O:25][C:26]3[CH:27]=[CH:28][CH:29]=[CH:30][CH:31]=3)=[CH:40][CH:39]=2)[C@H:12]([C:22]([NH:46][CH2:45][CH2:44][N:43]([CH2:47][CH3:48])[CH2:41][CH3:42])=[O:24])[CH2:11]1)[C:2]1[CH:3]=[CH:4][CH:5]=[CH:6][CH:7]=1, predict the reactants needed to synthesize it. The reactants are: [CH2:1]([O:8][N:9]=[C:10]1[CH2:14][N:13]([C:15]([O:17]C(C)(C)C)=O)[C@H:12]([C:22]([OH:24])=O)[CH2:11]1)[C:2]1[CH:7]=[CH:6][CH:5]=[CH:4][CH:3]=1.[O:25]([C:32]1[CH:40]=[CH:39][C:35](C(Cl)=O)=[CH:34][CH:33]=1)[C:26]1[CH:31]=[CH:30][CH:29]=[CH:28][CH:27]=1.[CH2:41]([N:43]([CH2:47][CH3:48])[CH2:44][CH2:45][NH2:46])[CH3:42].